Predict which catalyst facilitates the given reaction. From a dataset of Catalyst prediction with 721,799 reactions and 888 catalyst types from USPTO. (1) Reactant: [NH2:1][C:2]1[CH:3]=[C:4]([CH:21]=[CH:22][C:23]=1[O:24][CH3:25])[O:5][C:6]1[CH:7]=[CH:8][C:9]2[N:10]([CH:12]=[C:13]([NH:15][C:16]([CH:18]3[CH2:20][CH2:19]3)=[O:17])[N:14]=2)[N:11]=1.[CH3:26][N:27]1[C:31]([C:32](Cl)=[O:33])=[CH:30][C:29]([CH3:35])=[N:28]1. Product: [CH:18]1([C:16]([NH:15][C:13]2[N:14]=[C:9]3[CH:8]=[CH:7][C:6]([O:5][C:4]4[CH:21]=[CH:22][C:23]([O:24][CH3:25])=[C:2]([NH:1][C:32]([C:31]5[N:27]([CH3:26])[N:28]=[C:29]([CH3:35])[CH:30]=5)=[O:33])[CH:3]=4)=[N:11][N:10]3[CH:12]=2)=[O:17])[CH2:20][CH2:19]1. The catalyst class is: 80. (2) Reactant: [CH3:1][C:2]([CH3:19])([CH3:18])[CH2:3][NH:4][C:5]1[C:14]2[C:9](=[CH:10][CH:11]=[C:12]([OH:15])[CH:13]=2)[N:8]=[C:7]([C:16]#[N:17])[N:6]=1.ClC[CH2:22][CH2:23][N:24]1[CH2:29][CH2:28][N:27]([CH2:30][CH2:31][CH3:32])[CH2:26][CH2:25]1.[C:33](=O)([O-])[O-].[Cs+].[Cs+].O. Product: [CH3:1][C:2]([CH3:19])([CH3:18])[CH2:3][NH:4][C:5]1[C:14]2[C:9](=[CH:10][CH:11]=[C:12]([O:15][CH2:32][CH2:31][CH2:30][N:27]3[CH2:26][CH2:25][N:24]([CH:23]([CH3:22])[CH3:33])[CH2:29][CH2:28]3)[CH:13]=2)[N:8]=[C:7]([C:16]#[N:17])[N:6]=1. The catalyst class is: 3. (3) Reactant: Cl[C:2]1[N:6]=[C:5]([CH:7]2[CH2:12][CH:11]([C:13]3[CH:18]=[CH:17][C:16]([C:19]([F:22])([F:21])[F:20])=[CH:15][CH:14]=3)[CH2:10][N:9]([C:23]([N:25]3[CH2:30][CH2:29][O:28][CH2:27][CH2:26]3)=[O:24])[CH2:8]2)[O:4][N:3]=1.[O-:31][CH2:32][CH3:33].[Na+]. Product: [CH2:32]([O:31][C:2]1[N:6]=[C:5]([CH:7]2[CH2:12][CH:11]([C:13]3[CH:18]=[CH:17][C:16]([C:19]([F:22])([F:21])[F:20])=[CH:15][CH:14]=3)[CH2:10][N:9]([C:23]([N:25]3[CH2:30][CH2:29][O:28][CH2:27][CH2:26]3)=[O:24])[CH2:8]2)[O:4][N:3]=1)[CH3:33]. The catalyst class is: 8. (4) Reactant: [C:1]([O:5][C:6](=[O:20])[C:7]([CH3:19])([NH:9][C:10]1[CH:15]=[CH:14][CH:13]=[CH:12][C:11]=1[N+:16]([O-])=O)[CH3:8])([CH3:4])([CH3:3])[CH3:2]. Product: [C:1]([O:5][C:6](=[O:20])[C:7]([NH:9][C:10]1[CH:15]=[CH:14][CH:13]=[CH:12][C:11]=1[NH2:16])([CH3:19])[CH3:8])([CH3:2])([CH3:3])[CH3:4]. The catalyst class is: 50.